This data is from Reaction yield outcomes from USPTO patents with 853,638 reactions. The task is: Predict the reaction yield, written as a fraction of the theoretical maximum amount of product (1.0 means a 100% yield; for example, 0.34 means a 34% yield). (1) The reactants are [C:1]1([C:7]2[CH:15]=[CH:14][CH:13]=[C:12]3[C:8]=2[CH2:9][C:10](=[O:16])[NH:11]3)[CH:6]=[CH:5][CH:4]=[CH:3][CH:2]=1.[CH3:17][C@H:18]1[NH:23][C@@H:22]([CH3:24])[CH2:21][N:20]([C:25]([C:27]2[C:28]([CH3:34])=[C:29]([CH:32]=O)[NH:30][CH:31]=2)=[O:26])[CH2:19]1. The catalyst is C(O)C.N1CCCCC1. The product is [CH3:24][C@H:22]1[NH:23][C@@H:18]([CH3:17])[CH2:19][N:20]([C:25]([C:27]2[C:28]([CH3:34])=[C:29]([CH:32]=[C:9]3[C:8]4[C:12](=[CH:13][CH:14]=[CH:15][C:7]=4[C:1]4[CH:2]=[CH:3][CH:4]=[CH:5][CH:6]=4)[NH:11][C:10]3=[O:16])[NH:30][CH:31]=2)=[O:26])[CH2:21]1. The yield is 0.200. (2) The reactants are [NH:1]1[CH:5]=[CH:4][N:3]=[CH:2]1.C(N(CC)CC)C.[Br:13][C:14]1[CH:15]=[C:16]([CH:20]=[CH:21][CH:22]=1)[C:17](Cl)=[O:18].[OH-].[Na+]. The catalyst is N1C=CC=CC=1.O. The product is [Br:13][C:14]1[CH:15]=[C:16]([CH:20]=[CH:21][CH:22]=1)[C:17]([C:2]1[NH:1][CH:5]=[CH:4][N:3]=1)=[O:18]. The yield is 0.500. (3) The reactants are [CH3:1][C:2]1[CH:7]=[C:6]([CH3:8])[CH:5]=[C:4]([CH3:9])[N:3]=1.C([O-])(=O)C.[Na+].[N+:15]([C:18]1[CH:27]=[CH:26][C:21](/[CH:22]=[CH:23]/[CH:24]=O)=[CH:20][CH:19]=1)([O-:17])=[O:16]. The catalyst is C(OC(=O)C)(=O)C. The product is [CH3:1][C:2]1[CH:7]=[C:6]([CH3:8])[CH:5]=[C:4]([CH:9]=[CH:24][CH:23]=[CH:22][C:21]2[CH:26]=[CH:27][C:18]([N+:15]([O-:17])=[O:16])=[CH:19][CH:20]=2)[N:3]=1. The yield is 0.510. (4) The reactants are [O:1]1[C:5]2([CH2:10][CH2:9][NH:8][CH2:7][CH2:6]2)[O:4][CH2:3][CH2:2]1.C(N(CC)CC)C.[CH3:18][N:19]([CH3:24])[S:20](Cl)(=[O:22])=[O:21]. The catalyst is C1COCC1. The product is [CH3:18][N:19]([CH3:24])[S:20]([N:8]1[CH2:9][CH2:10][C:5]2([O:4][CH2:3][CH2:2][O:1]2)[CH2:6][CH2:7]1)(=[O:22])=[O:21]. The yield is 1.00. (5) The reactants are [OH:1][C:2]1[CH:7]=[CH:6][C:5]([CH2:8][CH2:9][C:10]([O:12][CH3:13])=[O:11])=[CH:4][CH:3]=1.[CH3:14][C:15]1[CH:16]=[C:17]([CH:27]=[CH:28][CH:29]=1)[O:18][C:19]1[CH:20]=[C:21]([CH2:25]O)[CH:22]=[CH:23][CH:24]=1.C(P(CCCC)CCCC)CCC.N(C(N1CCCCC1)=O)=NC(N1CCCCC1)=O. The catalyst is C1(C)C=CC=CC=1.CCCCCC. The product is [CH3:25][C:21]1[CH:20]=[C:19]([CH:24]=[CH:23][CH:22]=1)[O:18][C:17]1[CH:16]=[C:15]([CH:29]=[CH:28][CH:27]=1)[CH2:14][O:1][C:2]1[CH:3]=[CH:4][C:5]([CH2:8][CH2:9][C:10]([O:12][CH3:13])=[O:11])=[CH:6][CH:7]=1. The yield is 0.550.